The task is: Regression. Given a peptide amino acid sequence and an MHC pseudo amino acid sequence, predict their binding affinity value. This is MHC class II binding data.. This data is from Peptide-MHC class II binding affinity with 134,281 pairs from IEDB. (1) The peptide sequence is APPRLICDSRVLERY. The MHC is DRB1_0701 with pseudo-sequence DRB1_0701. The binding affinity (normalized) is 0.159. (2) The peptide sequence is YDKFLANVSTVLTGK. The MHC is HLA-DPA10103-DPB10401 with pseudo-sequence HLA-DPA10103-DPB10401. The binding affinity (normalized) is 0.146. (3) The peptide sequence is KPIFHFVGTSTFSEY. The MHC is DRB1_0405 with pseudo-sequence DRB1_0405. The binding affinity (normalized) is 0.972.